From a dataset of Catalyst prediction with 721,799 reactions and 888 catalyst types from USPTO. Predict which catalyst facilitates the given reaction. (1) Reactant: [Cl:1][C:2]1[CH:7]=[C:6]([CH3:8])[CH:5]=[CH:4][C:3]=1[NH:9][C:10]([CH2:12][C@@H:13]([C:20]1[O:24][N:23]=[C:22]([CH:25]2[CH2:28][CH:27]([CH2:29][C:30]([CH3:33])([CH3:32])[CH3:31])[CH2:26]2)[C:21]=1[CH:34]1[CH2:36][CH2:35]1)[CH2:14][CH2:15][C:16]([O:18]C)=[O:17])=[O:11].[OH-].[Na+]. Product: [Cl:1][C:2]1[CH:7]=[C:6]([CH3:8])[CH:5]=[CH:4][C:3]=1[NH:9][C:10]([CH2:12][C@@H:13]([C:20]1[O:24][N:23]=[C:22]([CH:25]2[CH2:26][CH:27]([CH2:29][C:30]([CH3:31])([CH3:32])[CH3:33])[CH2:28]2)[C:21]=1[CH:34]1[CH2:36][CH2:35]1)[CH2:14][CH2:15][C:16]([OH:18])=[O:17])=[O:11]. The catalyst class is: 5. (2) Reactant: [NH2:1][C:2]1[CH:7]=[CH:6][C:5]([C:8]2[N:13]3[N:14]=[C:15]([NH:17][C:18]([CH:20]4[CH2:22][CH2:21]4)=[O:19])[N:16]=[C:12]3[CH:11]=[CH:10][CH:9]=2)=[CH:4][CH:3]=1.C(N(C(C)C)CC)(C)C.[C:32]([O:36][C:37]([NH:39][CH2:40][C:41](O)=[O:42])=[O:38])([CH3:35])([CH3:34])[CH3:33]. Product: [C:32]([O:36][C:37](=[O:38])[NH:39][CH2:40][C:41](=[O:42])[NH:1][C:2]1[CH:7]=[CH:6][C:5]([C:8]2[N:13]3[N:14]=[C:15]([NH:17][C:18]([CH:20]4[CH2:21][CH2:22]4)=[O:19])[N:16]=[C:12]3[CH:11]=[CH:10][CH:9]=2)=[CH:4][CH:3]=1)([CH3:35])([CH3:33])[CH3:34]. The catalyst class is: 44. (3) The catalyst class is: 176. Product: [F:29][C@H:28]1[C@H:22]([O:21][C:14]2[CH:15]=[CH:16][CH:17]=[C:18]3[C:13]=2[N:12]=[C:11]([C:8]2[N:6]4[CH:7]=[C:2]([CH3:38])[CH:3]=[CH:4][C:5]4=[N:10][N:9]=2)[CH:20]=[CH:19]3)[CH2:23][CH2:24][N:25]([C:30]([O:32][C:33]([CH3:36])([CH3:35])[CH3:34])=[O:31])[CH2:26][CH2:27]1. Reactant: Br[C:2]1[CH:3]=[CH:4][C:5]2[N:6]([C:8]([C:11]3[CH:20]=[CH:19][C:18]4[C:13](=[C:14]([O:21][C@H:22]5[C@H:28]([F:29])[CH2:27][CH2:26][N:25]([C:30]([O:32][C:33]([CH3:36])([CH3:35])[CH3:34])=[O:31])[CH2:24][CH2:23]5)[CH:15]=[CH:16][CH:17]=4)[N:12]=3)=[N:9][N:10]=2)[CH:7]=1.[Cl-].[CH3:38][Zn+].[NH4+].[Cl-].O. (4) Reactant: [CH2:1]1[CH2:6][CH2:5][CH:4]([C@H:7]([NH2:11])[C:8]([OH:10])=[O:9])[CH2:3][CH2:2]1.[OH-].[Na+].[CH3:14][C:15]1[O:16][C:17](=[O:29])[C:18](=[CH:20][C:21]2[CH:28]=[CH:27][C:24]([C:25]#[N:26])=[CH:23][CH:22]=2)[N:19]=1. Product: [C:15]([NH:19][C:18](=[CH:20][C:21]1[CH:22]=[CH:23][C:24]([C:25]#[N:26])=[CH:27][CH:28]=1)[C:17]([NH:11][C@@H:7]([CH:4]1[CH2:3][CH2:2][CH2:1][CH2:6][CH2:5]1)[C:8]([OH:10])=[O:9])=[O:29])(=[O:16])[CH3:14]. The catalyst class is: 21. (5) Reactant: [NH2:1][C:2]1[C:7]2=[C:8]([C:16]3[CH:21]=[CH:20][C:19]([N+:22]([O-:24])=[O:23])=[CH:18][CH:17]=3)[C:9]([C:11]([O:13]CC)=[O:12])=[CH:10][N:6]2[N:5]=[CH:4][N:3]=1.[OH-].[Na+].Cl. Product: [NH2:1][C:2]1[C:7]2=[C:8]([C:16]3[CH:17]=[CH:18][C:19]([N+:22]([O-:24])=[O:23])=[CH:20][CH:21]=3)[C:9]([C:11]([OH:13])=[O:12])=[CH:10][N:6]2[N:5]=[CH:4][N:3]=1. The catalyst class is: 353.